Dataset: Forward reaction prediction with 1.9M reactions from USPTO patents (1976-2016). Task: Predict the product of the given reaction. (1) Given the reactants C(N(C(C)C)CC)(C)C.Cl.[N:11]1([CH2:17][C@@H:18]2[CH2:23][CH2:22][CH2:21][CH2:20][C@H:19]2[NH2:24])[CH2:16][CH2:15][CH2:14][CH2:13][CH2:12]1.[Cl:25][C:26]1[CH:31]=[CH:30][C:29]([N:32]=[C:33]=[O:34])=[CH:28][CH:27]=1, predict the reaction product. The product is: [Cl:25][C:26]1[CH:31]=[CH:30][C:29]([NH:32][C:33]([NH:24][C@@H:19]2[CH2:20][CH2:21][CH2:22][CH2:23][C@H:18]2[CH2:17][N:11]2[CH2:16][CH2:15][CH2:14][CH2:13][CH2:12]2)=[O:34])=[CH:28][CH:27]=1. (2) The product is: [CH3:14][O:15][C:16]1[CH:17]=[C:18]([C:2]2[CH:7]=[CH:6][C:5]([CH2:8][CH2:9][OH:10])=[CH:4][CH:3]=2)[CH:19]=[C:20]([O:22][CH3:23])[CH:21]=1. Given the reactants Br[C:2]1[CH:7]=[CH:6][C:5]([CH2:8][CH2:9][OH:10])=[CH:4][CH:3]=1.O.NN.[CH3:14][O:15][C:16]1[CH:17]=[C:18](B(O)O)[CH:19]=[C:20]([O:22][CH3:23])[CH:21]=1, predict the reaction product.